Dataset: Full USPTO retrosynthesis dataset with 1.9M reactions from patents (1976-2016). Task: Predict the reactants needed to synthesize the given product. Given the product [CH3:1][C:2]1[C:6]([CH2:7][S:8][CH2:9][C:10]([N:23]2[CH2:24][CH2:25][N:20]([C:14]3[CH:19]=[CH:18][CH:17]=[CH:16][CH:15]=3)[CH2:21][CH2:22]2)=[O:12])=[C:5]([CH3:13])[O:4][N:3]=1, predict the reactants needed to synthesize it. The reactants are: [CH3:1][C:2]1[C:6]([CH2:7][S:8][CH2:9][C:10]([OH:12])=O)=[C:5]([CH3:13])[O:4][N:3]=1.[C:14]1([N:20]2[CH2:25][CH2:24][NH:23][CH2:22][CH2:21]2)[CH:19]=[CH:18][CH:17]=[CH:16][CH:15]=1.CCN(CC)CC.C(P1(=O)OP(CCC)(=O)OP(CCC)(=O)O1)CC.